Dataset: Full USPTO retrosynthesis dataset with 1.9M reactions from patents (1976-2016). Task: Predict the reactants needed to synthesize the given product. (1) Given the product [CH3:1][CH:2]([CH3:17])[CH2:3][CH2:4][N:5]1[C:13]2[C:8](=[C:9]([NH2:14])[CH:10]=[CH:11][CH:12]=2)[CH:7]=[N:6]1, predict the reactants needed to synthesize it. The reactants are: [CH3:1][CH:2]([CH3:17])[CH2:3][CH2:4][N:5]1[C:13]2[C:8](=[C:9]([N+:14]([O-])=O)[CH:10]=[CH:11][CH:12]=2)[CH:7]=[N:6]1.NC1C=C(C=CC=1OC(C)C)C(N)=O. (2) Given the product [N+:1]([C:4]1[CH:10]=[C:9]([O:11][C:12]([F:13])([F:14])[F:15])[CH:8]=[C:7]2[C:5]=1[N:6]=[CH:20][CH:18]=[CH:17]2)([O-:3])=[O:2], predict the reactants needed to synthesize it. The reactants are: [N+:1]([C:4]1[CH:10]=[C:9]([O:11][C:12]([F:15])([F:14])[F:13])[CH:8]=[CH:7][C:5]=1[NH2:6])([O-:3])=[O:2].O[CH2:17][CH:18]([CH2:20]O)O.[Na+].[N+](C1C=C(S([O-])(=O)=O)C=CC=1)([O-])=O. (3) Given the product [C:1]([O:5][C@@H:6]([C:11]1[C:40]([CH3:41])=[C:39]([CH2:42][OH:43])[C:38]2=[N:44][C:35]3=[C:36]([Cl:45])[N:37]2[C:12]=1[N:13]1[CH2:14][CH2:15][C:16]([CH3:51])([O:17][CH2:18][CH2:19][CH2:20][CH2:21][C@H:22]([CH3:48])[O:23][C:24]2[CH:25]=[CH:26][C:27]([F:47])=[CH:28][C:29]=2[C:30]2[CH:46]=[C:34]3[CH:33]=[CH:32][CH:31]=2)[CH2:49][CH2:50]1)[C:7]([OH:9])=[O:8])([CH3:4])([CH3:2])[CH3:3], predict the reactants needed to synthesize it. The reactants are: [C:1]([O:5][C@@H:6]([C:11]1[C:40]([CH3:41])=[C:39]([CH2:42][OH:43])[C:38]2=[N:44][C:35]3=[C:36]([Cl:45])[N:37]2[C:12]=1[N:13]1[CH2:50][CH2:49][C:16]([CH3:51])([O:17][CH2:18][CH2:19][CH2:20][CH2:21][C@H:22]([CH3:48])[O:23][C:24]2[CH:25]=[CH:26][C:27]([F:47])=[CH:28][C:29]=2[C:30]2[CH:46]=[C:34]3[CH:33]=[CH:32][CH:31]=2)[CH2:15][CH2:14]1)[C:7]([O:9]C)=[O:8])([CH3:4])([CH3:3])[CH3:2].C(O[C@@H](C1C(C)=CC2=NC3=C(Cl)N2C=1N1CCC(C)(OCCCC[C@H](C)OC2C=CC(C)=CC=2C2C=C3C=CC=2)CC1)C(O)=O)(C)(C)C. (4) The reactants are: I[C:2]1[CH:3]=[C:4]([CH:21]=[CH:22][CH:23]=1)[CH2:5][N:6]([CH:15]1[CH2:20][CH2:19][O:18][CH2:17][CH2:16]1)[C:7]([C:9]1[N:13]=[CH:12][N:11]([CH3:14])[N:10]=1)=[O:8].[NH:24]1[CH:28]=[CH:27][N:26]=[CH:25]1.C(=O)([O-])[O-].[Cs+].[Cs+].NC1CCCCC1N. Given the product [N:24]1([C:2]2[CH:3]=[C:4]([CH:21]=[CH:22][CH:23]=2)[CH2:5][N:6]([CH:15]2[CH2:20][CH2:19][O:18][CH2:17][CH2:16]2)[C:7]([C:9]2[N:13]=[CH:12][N:11]([CH3:14])[N:10]=2)=[O:8])[CH:28]=[CH:27][N:26]=[CH:25]1, predict the reactants needed to synthesize it.